Dataset: Forward reaction prediction with 1.9M reactions from USPTO patents (1976-2016). Task: Predict the product of the given reaction. (1) Given the reactants Br[C:2]1[C:3]([CH2:12][CH2:13][CH:14]=[CH2:15])=[C:4]([CH:9]=[CH:10][CH:11]=1)[C:5]([O:7][CH3:8])=[O:6].C(=O)([O-])[O-].[K+].[K+], predict the reaction product. The product is: [CH2:15]=[C:14]1[C:2]2[CH:11]=[CH:10][CH:9]=[C:4]([C:5]([O:7][CH3:8])=[O:6])[C:3]=2[CH2:12][CH2:13]1. (2) Given the reactants C(O[CH:9]1[C:14](=[O:15])[NH:13][C:12]2[CH:16]=[CH:17][CH:18]=[C:19]([C:20](=[O:26])[CH:21](OCC)O)[C:11]=2[O:10]1)C1C=CC=CC=1.[F:27][C:28]1[CH:29]=[C:30]([CH2:35][C:36]([NH2:39])([CH3:38])[CH3:37])[CH:31]=[C:32]([F:34])[CH:33]=1.Cl, predict the reaction product. The product is: [CH2:20]([O:26][C:17]1[CH:18]=[C:19]([CH:20]([OH:26])[CH2:21][NH:39][C:36]([CH3:37])([CH3:38])[CH2:35][C:30]2[CH:29]=[C:28]([F:27])[CH:33]=[C:32]([F:34])[CH:31]=2)[C:11]2[O:10][CH2:9][C:14](=[O:15])[NH:13][C:12]=2[CH:16]=1)[C:19]1[CH:11]=[CH:12][CH:16]=[CH:17][CH:18]=1.